Task: Predict the reactants needed to synthesize the given product.. Dataset: Retrosynthesis with 50K atom-mapped reactions and 10 reaction types from USPTO (1) Given the product Cc1ccc(S(=O)(=O)N(C)C(C)C)cc1C#Cc1cc(Cl)ccc1OCC(=O)OC(C)(C)C, predict the reactants needed to synthesize it. The reactants are: C#Cc1cc(Cl)ccc1OCC(=O)OC(C)(C)C.Cc1ccc(S(=O)(=O)N(C)C(C)C)cc1Br. (2) Given the product CCOC(=O)CCn1ccc([N+](=O)[O-])n1, predict the reactants needed to synthesize it. The reactants are: CCOC(=O)CCBr.O=[N+]([O-])c1cc[nH]n1. (3) The reactants are: NCCCCOn1cc(CN2CCCCC2)cn1.O=S1(=O)N=C(Cl)c2ccccc21. Given the product O=S1(=O)N=C(NCCCCOn2cc(CN3CCCCC3)cn2)c2ccccc21, predict the reactants needed to synthesize it. (4) Given the product COc1ccc2ccc(S(=O)(=O)N(CC(=O)OC(C)(C)C)[C@H]3CCN(Cc4ccnc(C#N)c4)C3=O)cc2c1, predict the reactants needed to synthesize it. The reactants are: CC(C)(C)OC(=O)CBr.COc1ccc2ccc(S(=O)(=O)N[C@H]3CCN(Cc4ccnc(C#N)c4)C3=O)cc2c1. (5) Given the product CC(C)(C)OC(=O)NC1CCN(CCOS(C)(=O)=O)CC1F, predict the reactants needed to synthesize it. The reactants are: CC(C)(C)OC(=O)NC1CCN(CCO)CC1F.CS(=O)(=O)Cl. (6) Given the product N#Cc1ccc(Cn2c(-c3ccc(Cl)cc3OCC3CCCC3)nc3cc(F)c(F)cc32)c(F)c1, predict the reactants needed to synthesize it. The reactants are: BrCC1CCCC1.N#Cc1ccc(Cn2c(-c3ccc(Cl)cc3O)nc3cc(F)c(F)cc32)c(F)c1. (7) Given the product FC(F)(F)c1cnc(N2CCN(c3nc4c(Br)cc(C(F)(F)F)cc4[nH]3)CC2)c(Cl)c1, predict the reactants needed to synthesize it. The reactants are: FC(F)(F)c1cc(Br)c2nc(Cl)[nH]c2c1.FC(F)(F)c1cnc(N2CCNCC2)c(Cl)c1. (8) Given the product CCCCCCCC(=O)NC(=N)N(C)CC(=O)O, predict the reactants needed to synthesize it. The reactants are: CCCCCCCC(=O)Br.CN(CC(=O)O)C(=N)N. (9) Given the product COC(=S)NCc1cn(-c2ccc(N3CCC(=C(C#N)C#N)CC3)c(F)c2)nn1, predict the reactants needed to synthesize it. The reactants are: COC(=S)NCc1cn(-c2ccc(N3CCC(=O)CC3)c(F)c2)nn1.N#CCC#N. (10) Given the product CC(C)(C)OC(=O)N1CCC(Oc2ccc([N+](=O)[O-])c(F)c2)CC1, predict the reactants needed to synthesize it. The reactants are: CC(C)(C)OC(=O)N1CCC(O)CC1.O=[N+]([O-])c1ccc(O)cc1F.